From a dataset of Catalyst prediction with 721,799 reactions and 888 catalyst types from USPTO. Predict which catalyst facilitates the given reaction. (1) Reactant: [Br:1][CH2:2][C:3](=O)[C@@H:4]([NH:15]C(=O)OC(C)(C)C)[CH2:5][C:6]1[CH:11]=[CH:10][C:9]([N+:12]([O-:14])=[O:13])=[CH:8][CH:7]=1.[S:24]1[CH:28]=[CH:27][CH:26]=[C:25]1[C:29]([NH2:31])=[O:30].C(OCC)C. Product: [BrH:1].[N+:12]([C:9]1[CH:8]=[CH:7][C:6]([CH2:5][C@@H:4]([C:3]2[N:31]=[C:29]([C:25]3[S:24][CH:28]=[CH:27][CH:26]=3)[O:30][CH:2]=2)[NH2:15])=[CH:11][CH:10]=1)([O-:14])=[O:13]. The catalyst class is: 23. (2) Reactant: [CH3:1][C:2]1[CH:3]=[C:4]([CH2:10][C:11]([OH:13])=[O:12])[CH:5]=[CH:6][C:7]=1[O:8]C.B(Br)(Br)Br. Product: [OH:8][C:7]1[CH:6]=[CH:5][C:4]([CH2:10][C:11]([OH:13])=[O:12])=[CH:3][C:2]=1[CH3:1]. The catalyst class is: 2. (3) Reactant: O.NN.[N:4]1([C:13]2[CH:18]=[CH:17][N:16]=[C:15]([NH:19][C@H:20]3[CH2:25][CH2:24][C@H:23]([CH2:26][N:27]4C(=O)C5C(=CC=CC=5)C4=O)[CH2:22][CH2:21]3)[N:14]=2)[C:8]2[CH:9]=[CH:10][CH:11]=[CH:12][C:7]=2[N:6]=[N:5]1. Product: [NH2:27][CH2:26][C@H:23]1[CH2:22][CH2:21][C@H:20]([NH:19][C:15]2[N:14]=[C:13]([N:4]3[C:8]4[CH:9]=[CH:10][CH:11]=[CH:12][C:7]=4[N:6]=[N:5]3)[CH:18]=[CH:17][N:16]=2)[CH2:25][CH2:24]1. The catalyst class is: 14. (4) Reactant: [Br:1][C:2]1[CH:3]=[C:4]([CH:17]=[CH:18][CH:19]=1)[NH:5][C:6]1[C:7]2[CH:15]=[C:14](F)[N:13]=[CH:12][C:8]=2[N:9]=[CH:10][N:11]=1.[NH:20]1[CH2:25]CCC[CH2:21]1. Product: [Br:1][C:2]1[CH:3]=[C:4]([CH:17]=[CH:18][CH:19]=1)[NH:5][C:6]1[C:7]2[CH:15]=[C:14]([N:20]([CH3:25])[CH3:21])[N:13]=[CH:12][C:8]=2[N:9]=[CH:10][N:11]=1. The catalyst class is: 8. (5) Reactant: [F:1][C:2]1[CH:9]=[CH:8][C:5]([CH:6]=O)=[CH:4][CH:3]=1.[CH3:10][C:11]([CH3:13])=[O:12].[OH-].[Na+].O. Product: [F:1][C:2]1[CH:9]=[CH:8][C:5]([CH:6]=[CH:10][C:11](=[O:12])[CH:13]=[CH:6][C:5]2[CH:8]=[CH:9][C:2]([F:1])=[CH:3][CH:4]=2)=[CH:4][CH:3]=1. The catalyst class is: 8. (6) Reactant: [Cl:1][C:2]1[C:18]([C:19]([C:22]#[N:23])([CH3:21])[CH3:20])=[CH:17][CH:16]=[CH:15][C:3]=1[C:4]([NH:6][C:7]1[CH:12]=[C:11]([OH:13])[CH:10]=[CH:9][C:8]=1[F:14])=[O:5].F[C:25]1[CH:31]=[CH:30][C:28]([NH2:29])=[CH:27][C:26]=1[N+:32]([O-:34])=[O:33].C(=O)([O-])[O-].[Cs+].[Cs+]. Product: [NH2:29][C:28]1[CH:30]=[CH:31][C:25]([O:13][C:11]2[CH:10]=[CH:9][C:8]([F:14])=[C:7]([NH:6][C:4](=[O:5])[C:3]3[CH:15]=[CH:16][CH:17]=[C:18]([C:19]([C:22]#[N:23])([CH3:21])[CH3:20])[C:2]=3[Cl:1])[CH:12]=2)=[C:26]([N+:32]([O-:34])=[O:33])[CH:27]=1. The catalyst class is: 9. (7) Product: [CH3:24][CH:15]([O:14][C:13]1[CH:25]=[CH:26][C:10]([C:7]2[CH:6]=[CH:5][C:4]([CH2:3][NH:2][C:34](=[O:36])[CH3:35])=[CH:9][CH:8]=2)=[CH:11][CH:12]=1)[CH2:16][NH:17][S:18]([CH:21]([CH3:22])[CH3:23])(=[O:20])=[O:19]. The catalyst class is: 2. Reactant: Cl.[NH2:2][CH2:3][C:4]1[CH:9]=[CH:8][C:7]([C:10]2[CH:26]=[CH:25][C:13]([O:14][CH:15]([CH3:24])[CH2:16][NH:17][S:18]([CH:21]([CH3:23])[CH3:22])(=[O:20])=[O:19])=[CH:12][CH:11]=2)=[CH:6][CH:5]=1.C(N(CC)CC)C.[C:34](Cl)(=[O:36])[CH3:35].